This data is from Experimentally validated miRNA-target interactions with 360,000+ pairs, plus equal number of negative samples. The task is: Binary Classification. Given a miRNA mature sequence and a target amino acid sequence, predict their likelihood of interaction. (1) The miRNA is hsa-miR-6882-5p with sequence UACAAGUCAGGAGCUGAAGCAG. The protein sequence of the target gene is MLRTKDLIWTLFFLGTAVSLQVDIVPSQGEISVGESKFFLCQVAGDAKDKDISWFSPNGEKLSPNQQRISVVWNDDDSSTLTIYNANIDDAGIYKCVVTAEDGTQSEATVNVKIFQKLMFKNAPTPQEFKEGEDAVIVCDVVSSLPPTIIWKHKGRDVILKKDVRFIVLSNNYLQIRGIKKTDEGTYRCEGRILARGEINFKDIQVIVNVPPTVQARQSIVNATANLGQSVTLVCDADGFPEPTMSWTKDGEPIENEEEDDEKHIFSDDSSELTIRNVDKNDEAEYVCIAENKAGEQDAS.... Result: 0 (no interaction). (2) The miRNA is hsa-miR-328-5p with sequence GGGGGGGCAGGAGGGGCUCAGGG. The protein sequence of the target gene is MTLLEPEMLMMAVQSVLQLKLQQRRTREELVSQGIMPPLKSPAAFHEQRRSLERARTEDYLKRKIRSRPERAELVRMHILEETSAEPSLQAKQLKLKRARLADDLNEKIAQRPGPMELVEKNILPVESSLKEAIIVGQVNYPKVADSSSFDEDSSDALSPEQPASHESQGSVPSPLESRVSDPLPSATSISPTQVLSQLPMAPDPGETLFLAEQPPLPPAPLLPPSLANGSIVPTAKPAPTLIKQSQPKSASEKSQRSKKAKELKPKVKKLKYHQYIPPDQKQDKGAPAMDSSYAKILQQ.... Result: 0 (no interaction). (3) The miRNA is cel-miR-84-5p with sequence UGAGGUAGUAUGUAAUAUUGUAGA. The protein sequence of the target gene is MTTAPRDSVVWKLAGLLRESGDAVLSGCSTLSLLTATLQQLNRVFELYLGPWGPGQTGFVALPSHPADSPVILQLQFLFDVLQKTLSLKLVHIPGVGLPGPIKIFPFKSLRQLELRGVPIHSLCGLRGIYSQLESLVCNRSIQALEELLSACGGDLCSALPWLALLSADFSYNALRSLDSSLRLLSALRFLNLSHNHLQDCKGFLMDLCELYHLDISYNHLRLVPRVGPSGAALGTLILRANELRSLQGLEQLKNLRHLDVAYNLLEGHTELAPLWLLAELRKLYLEGNPLWFHPAHRAA.... Result: 0 (no interaction). (4) The miRNA is hsa-miR-1204 with sequence UCGUGGCCUGGUCUCCAUUAU. The protein sequence of the target gene is MKCVLVATEGAEVLFYWTDQEFEESLRLKFGQSENEEEELPALEDQLSTLLAPVIISSMTMLEKLSDTYTCFSTENGNFLYVLHLFGECLFIAINGDHTESEGDLRRKLYVLKYLFEVHFGLVTVDGHLIRKELRPPDLAQRVQLWEHFQSLLWTYSRLREQEQCFAVEALERLIHPQLCELCIEALERHVIQAVNTSPERGGEEALHAFLLVHSKLLAFYSSHSASSLRPADLLALILLVQDLYPSESTAEDDIQPSPRRARSSQNIPVQQAWSPHSTGPTGGSSAETETDSFSLPEEY.... Result: 0 (no interaction). (5) The miRNA is hsa-miR-7156-5p with sequence UUGUUCUCAAACUGGCUGUCAGA. The protein sequence of the target gene is MGSKERFHWQSHNVKQSGVDDMVLLPQITEDAIAANLRKRFMDDYIFTYIGSVLISVNPFKQMPYFTDREIDLYQGAAQYENPPHIYALTDNMYRNMLIDCENQCVIISGESGAGKTVAAKYIMGYISKVSGGGEKVQHVKDIILQSNPLLEAFGNAKTVRNNNSSRFGKYFEIQFSRGGEPDGGKISNFLLEKSRVVMQNENERNFHIYYQLLEGASQEQRQNLGLMTPDYYYYLNQSDTYQVDGTDDRSDFGETLSAMQVIGIPPSIQQLVLQLVAGILHLGNISFCEDGNYARVESV.... Result: 1 (interaction). (6) The miRNA is hsa-miR-6886-3p with sequence UGCCCUUCUCUCCUCCUGCCU. The protein sequence of the target gene is MRRDSDMASHIQQPGGHGNPGPAPSPSPGPGPGPGASERVALKKEIGLVSACTIIIGNIIGSGIFISPKGVLEHSGSVGLALFVWVLGGGVTALGSLCYAELGVAIPKSGGDYAYVTEIFGGLAGFLLLWSAVLIMYPTSLAVISMTFSNYVLQPVFPNCIPPATASRVLSMACLMLLTWVNSSSVRWATRIQVIFTGGKLLALSLIITVGFVQIFQGHFEELRPTNAFAFWMTPSVGHLALAFLQGSFAFSGWNFLNYVTEELVDPRKNLPRAIFISIPLVTFVYTFTNVAYFTAMSPQ.... Result: 0 (no interaction). (7) The miRNA is hsa-let-7b-5p with sequence UGAGGUAGUAGGUUGUGUGGUU. The protein sequence of the target gene is MKPRPAGFVDNKLKQRVIQYLTSNKCGKYVDIGVLASDLQRVYSIDYGRRKRNAFRIQVEKVFSIISSEKELKNLTELEDEHLAKRARQGEEDNEYTESYSDDDSSMEDYPDPQSANHMNSSLLSLYRKGNPDSVSNTPEMEQRETTSSTPRISSKTGSIPLKTPAKDSEGGWFIDKTPSVKKDSFFLDLSCEKSNPKKPITEIQDSKDSSLLESDMKRKGKLKNKGSKRKKEDLQEVDGEIEAVLQKKAKARGLEFQISNVKFEDVGGNDMTLKEVCKMLIHMRHPEVYHHLGVVPPRG.... Result: 1 (interaction).